The task is: Predict which catalyst facilitates the given reaction.. This data is from Catalyst prediction with 721,799 reactions and 888 catalyst types from USPTO. (1) Reactant: [CH2:1]([O:8][N:9]1[C:15](=[O:16])[N:14]2[CH2:17][C@H:10]1[CH2:11][CH2:12][C@H:13]2[C:18]([OH:20])=O)[C:2]1[CH:7]=[CH:6][CH:5]=[CH:4][CH:3]=1.[CH3:21][C:22]([CH3:28])([CH3:27])[C:23]([NH:25][NH2:26])=[O:24].ON1C2C=CC=CC=2N=N1.Cl.C(N=C=NCCCN(C)C)C. Product: [CH2:1]([O:8][N:9]1[C:15](=[O:16])[N:14]2[CH2:17][C@H:10]1[CH2:11][CH2:12][C@H:13]2[C:18]([NH:26][NH:25][C:23](=[O:24])[C:22]([CH3:28])([CH3:27])[CH3:21])=[O:20])[C:2]1[CH:3]=[CH:4][CH:5]=[CH:6][CH:7]=1. The catalyst class is: 2. (2) Reactant: [CH2:1]([O:8][C:9]1[CH:14]=[CH:13][C:12]([CH2:15][C:16]([OH:18])=[O:17])=[CH:11][CH:10]=1)[C:2]1[CH:7]=[CH:6][CH:5]=[CH:4][CH:3]=1.S(=O)(=O)(O)O.[CH2:24]=[C:25]([CH3:27])[CH3:26].C(=O)(O)[O-].[Na+]. Product: [CH2:1]([O:8][C:9]1[CH:10]=[CH:11][C:12]([CH2:15][C:16]([O:18][C:25]([CH3:27])([CH3:26])[CH3:24])=[O:17])=[CH:13][CH:14]=1)[C:2]1[CH:3]=[CH:4][CH:5]=[CH:6][CH:7]=1. The catalyst class is: 4. (3) Reactant: [C:1](O)(=[O:8])[C:2]1[CH:7]=[CH:6][CH:5]=[CH:4][CH:3]=1.C(Cl)CCl.[NH:14]1[CH2:19][CH2:18][CH2:17][CH2:16][CH:15]1[CH2:20][CH2:21][O:22][C:23]1[CH:28]=[CH:27][C:26]([C:29]2[NH:33][C:32]3[CH:34]=[CH:35][C:36]([C:38]([NH2:40])=[O:39])=[CH:37][C:31]=3[N:30]=2)=[CH:25][CH:24]=1. Product: [C:1]([N:14]1[CH2:19][CH2:18][CH2:17][CH2:16][CH:15]1[CH2:20][CH2:21][O:22][C:23]1[CH:24]=[CH:25][C:26]([C:29]2[NH:33][C:32]3[CH:34]=[CH:35][C:36]([C:38]([NH2:40])=[O:39])=[CH:37][C:31]=3[N:30]=2)=[CH:27][CH:28]=1)(=[O:8])[C:2]1[CH:7]=[CH:6][CH:5]=[CH:4][CH:3]=1. The catalyst class is: 239. (4) The catalyst class is: 10. Reactant: [I:1][C:2]1[CH:7]=[CH:6][CH:5]=[C:4]([N:8]=[C:9]=[S:10])[CH:3]=1.[NH2:11][C:12]1[S:16][C:15]([S:17]([NH2:20])(=[O:19])=[O:18])=[N:14][N:13]=1.C([O-])([O-])=O.[K+].[K+]. Product: [I:1][C:2]1[CH:3]=[C:4]([NH:8][C:9](=[S:10])[NH:11][C:12]2[S:16][C:15]([S:17]([NH2:20])(=[O:19])=[O:18])=[N:14][N:13]=2)[CH:5]=[CH:6][CH:7]=1. (5) Reactant: [H-].[Na+].[CH3:3][O:4][C:5]1[CH:6]=[C:7]2[C:12](=[CH:13][CH:14]=1)[NH:11][C:10](=[O:15])[CH2:9][CH2:8]2.[S:16](Cl)([CH3:19])(=[O:18])=[O:17]. Product: [CH3:19][S:16]([N:11]1[C:12]2[C:7](=[CH:6][C:5]([O:4][CH3:3])=[CH:14][CH:13]=2)[CH2:8][CH2:9][C:10]1=[O:15])(=[O:18])=[O:17]. The catalyst class is: 3.